Dataset: NCI-60 drug combinations with 297,098 pairs across 59 cell lines. Task: Regression. Given two drug SMILES strings and cell line genomic features, predict the synergy score measuring deviation from expected non-interaction effect. (1) Cell line: IGROV1. Synergy scores: CSS=19.2, Synergy_ZIP=-5.08, Synergy_Bliss=0.698, Synergy_Loewe=-1.03, Synergy_HSA=0.376. Drug 2: C1C(C(OC1N2C=NC3=C(N=C(N=C32)Cl)N)CO)O. Drug 1: C1=CC(=CC=C1CCC2=CNC3=C2C(=O)NC(=N3)N)C(=O)NC(CCC(=O)O)C(=O)O. (2) Drug 1: CC1CCC2CC(C(=CC=CC=CC(CC(C(=O)C(C(C(=CC(C(=O)CC(OC(=O)C3CCCCN3C(=O)C(=O)C1(O2)O)C(C)CC4CCC(C(C4)OC)OCCO)C)C)O)OC)C)C)C)OC. Drug 2: N.N.Cl[Pt+2]Cl. Cell line: NCI-H322M. Synergy scores: CSS=7.04, Synergy_ZIP=-2.11, Synergy_Bliss=-0.0800, Synergy_Loewe=-2.83, Synergy_HSA=-0.657. (3) Drug 1: CN1C2=C(C=C(C=C2)N(CCCl)CCCl)N=C1CCCC(=O)O.Cl. Drug 2: C(CCl)NC(=O)N(CCCl)N=O. Cell line: COLO 205. Synergy scores: CSS=18.5, Synergy_ZIP=-1.93, Synergy_Bliss=7.21, Synergy_Loewe=8.04, Synergy_HSA=8.04. (4) Drug 1: C1=CC(=CC=C1CCC2=CNC3=C2C(=O)NC(=N3)N)C(=O)NC(CCC(=O)O)C(=O)O. Drug 2: CCCCCOC(=O)NC1=NC(=O)N(C=C1F)C2C(C(C(O2)C)O)O. Cell line: BT-549. Synergy scores: CSS=9.62, Synergy_ZIP=-1.37, Synergy_Bliss=-1.07, Synergy_Loewe=-13.1, Synergy_HSA=-2.60. (5) Drug 1: C1=CN(C=N1)CC(O)(P(=O)(O)O)P(=O)(O)O. Drug 2: CC12CCC3C(C1CCC2OP(=O)(O)O)CCC4=C3C=CC(=C4)OC(=O)N(CCCl)CCCl.[Na+]. Cell line: MCF7. Synergy scores: CSS=-15.3, Synergy_ZIP=5.34, Synergy_Bliss=-4.39, Synergy_Loewe=-11.7, Synergy_HSA=-13.0. (6) Drug 1: CC12CCC3C(C1CCC2=O)CC(=C)C4=CC(=O)C=CC34C. Drug 2: CC1OCC2C(O1)C(C(C(O2)OC3C4COC(=O)C4C(C5=CC6=C(C=C35)OCO6)C7=CC(=C(C(=C7)OC)O)OC)O)O. Cell line: SK-MEL-5. Synergy scores: CSS=43.4, Synergy_ZIP=7.30, Synergy_Bliss=5.97, Synergy_Loewe=-2.23, Synergy_HSA=7.34. (7) Drug 1: C1=CN(C(=O)N=C1N)C2C(C(C(O2)CO)O)O.Cl. Drug 2: C(CN)CNCCSP(=O)(O)O. Cell line: COLO 205. Synergy scores: CSS=55.5, Synergy_ZIP=7.95, Synergy_Bliss=9.86, Synergy_Loewe=-22.1, Synergy_HSA=8.85. (8) Drug 1: CC(C1=C(C=CC(=C1Cl)F)Cl)OC2=C(N=CC(=C2)C3=CN(N=C3)C4CCNCC4)N. Drug 2: CC1=C(C=C(C=C1)NC2=NC=CC(=N2)N(C)C3=CC4=NN(C(=C4C=C3)C)C)S(=O)(=O)N.Cl. Cell line: A549. Synergy scores: CSS=12.6, Synergy_ZIP=-4.57, Synergy_Bliss=3.75, Synergy_Loewe=-11.5, Synergy_HSA=2.41. (9) Drug 2: COC1=CC(=CC(=C1O)OC)C2C3C(COC3=O)C(C4=CC5=C(C=C24)OCO5)OC6C(C(C7C(O6)COC(O7)C8=CC=CS8)O)O. Synergy scores: CSS=-4.51, Synergy_ZIP=4.33, Synergy_Bliss=-5.97, Synergy_Loewe=-7.48, Synergy_HSA=-5.97. Drug 1: C1CCC(C1)C(CC#N)N2C=C(C=N2)C3=C4C=CNC4=NC=N3. Cell line: OVCAR-4.